This data is from Experimentally validated miRNA-target interactions with 360,000+ pairs, plus equal number of negative samples. The task is: Binary Classification. Given a miRNA mature sequence and a target amino acid sequence, predict their likelihood of interaction. (1) The miRNA is mmu-miR-17-5p with sequence CAAAGUGCUUACAGUGCAGGUAG. The protein sequence of the target gene is MVLPTVLILLLSWAAGLGGQYGNPLNKYIRHYEGLSYNVDSLHQKHQRAKRAVSHEDQFLLLDFHAHGRQFNLRMKRDTSLFSDEFKVETSNKVLDYDTSHIYTGHIYGEEGSFSHGSVIDGRFEGFIKTRGGTFYIEPAERYIKDRILPFHSVIYHEDDINYPHKYGPQGGCADHSVFERMRKYQMTGVEEGARAHPEKHAASSGPELLRKKRTTLAERNTCQLYIQTDHLFFKYYGTREAVIAQISSHVKAIDTIYQTTDFSGIRNISFMVKRIRINTTSDEKDPTNPFRFPNIGVEK.... Result: 1 (interaction). (2) The miRNA is hsa-miR-6730-5p with sequence AGAAAGGUGGAGGGGUUGUCAGA. The protein sequence of the target gene is MVLILGRRLNREDLGVRDSPATKRKVFEMDPKSLTGHEYFDFSSGSSHAENILQIFNEFRDSRLFTDVIICVEGKEFPCHRAVLSACSSYFRAMFCNDHRESREMLVEINGILAEAMECFLQYVYTGKVKITTENVQYLFETSSLFQISVLRDACAKFLEEQLDPCNCLGIQRFADTHSLKTLFTKCKTFALQTFEDVSQHEEFLELDKDELIDYICSDELVIGKEEMVFEAVMRWVYRAVDLRRPLLHELLTHVRLPLLHPNYFVQTVEVDQLIQNSPECYQLLHEARRYHILGNEMMS.... Result: 0 (no interaction). (3) The miRNA is hsa-miR-372-5p with sequence CCUCAAAUGUGGAGCACUAUUCU. The protein sequence of the target gene is MAAAGAGPGQEAGAGPGPGAVANATGAEEGEMKPVAAGAAAPPGEGISAAPTVEPSSGEAEGGEANLVDVSGGLETESSNGKDTLEGAGDTSEVMDTQAGSVDEENGRQLGEVELQCGICTKWFTADTFGIDTSSCLPFMTNYSFHCNVCHHSGNTYFLRKQANLKEMCLSALANLTWQSRTQDEHPKTMFSKDKDIIPFIDKYWECMTTRQRPGKMTWPNNIVKTMSKERDVFLVKEHPDPGSKDPEEDYPKFGLLDQDLSNIGPAYDNQKQSSAVSTSGNLNGGIAAGSSGKGRGAKR.... Result: 1 (interaction). (4) The miRNA is hsa-miR-101-5p with sequence CAGUUAUCACAGUGCUGAUGCU. The protein sequence of the target gene is MFRLNSLSALAELAVGSRWYHGGSQPIQIRRRLMMVAFLGASAVTASTGLLWKRAHAESPPCVDNLKSDIGDKGKNKDEGDVCNHEKKTADLAPHPEEKKKKRSGFRDRKVMEYENRIRAYSTPDKIFRYFATLKVISEPGEAEVFMTPEDFVRSITPNEKQPEHLGLDQYIIKRFDGKKISQEREKFADEGSIFYTLGECGLISFSDYIFLTTVLSTPQRNFEIAFKMFDLNGDGEVDMEEFEQVQSIIRSQTSMGMRHRDRPTTGNTLKSGLCSALTTYFFGADLKGKLTIKNFLEFQ.... Result: 0 (no interaction).